Task: Predict which catalyst facilitates the given reaction.. Dataset: Catalyst prediction with 721,799 reactions and 888 catalyst types from USPTO Reactant: [CH3:1][O:2][C:3]1[CH:4]=[C:5]2[C:10](=[CH:11][C:12]=1[O:13][CH3:14])[N:9]=[CH:8][CH:7]=[C:6]2[O:15][C:16]1[C:21]([CH3:22])=[CH:20][C:19]([NH:23][C:24](=O)[CH2:25][CH2:26][O:27][C:28]2[CH:33]=[CH:32][CH:31]=[CH:30][CH:29]=2)=[C:18]([CH3:35])[CH:17]=1.Cl.[OH-].[Na+]. Product: [CH3:1][O:2][C:3]1[CH:4]=[C:5]2[C:10](=[CH:11][C:12]=1[O:13][CH3:14])[N:9]=[CH:8][CH:7]=[C:6]2[O:15][C:16]1[C:21]([CH3:22])=[CH:20][C:19]([NH:23][CH2:24][CH2:25][CH2:26][O:27][C:28]2[CH:33]=[CH:32][CH:31]=[CH:30][CH:29]=2)=[C:18]([CH3:35])[CH:17]=1. The catalyst class is: 7.